This data is from Full USPTO retrosynthesis dataset with 1.9M reactions from patents (1976-2016). The task is: Predict the reactants needed to synthesize the given product. (1) Given the product [CH:22]1[C:21]2[N:20]([C:18]3[CH:17]=[C:16]([C:33]4[O:34][C:35]([C:38]5[CH:39]=[C:40]([OH:44])[CH:41]=[CH:42][CH:43]=5)=[N:36][N:37]=4)[CH:15]=[C:14]([N:12]4[C:13]5[CH:1]=[CH:2][CH:3]=[CH:4][C:5]=5[C:6]5[C:11]4=[CH:10][CH:9]=[CH:8][CH:7]=5)[CH:19]=3)[C:32]3[C:27](=[CH:28][CH:29]=[CH:30][CH:31]=3)[C:26]=2[CH:25]=[CH:24][CH:23]=1, predict the reactants needed to synthesize it. The reactants are: [CH:1]1[C:13]2[N:12]([C:14]3[CH:15]=[C:16]([C:33]4[O:34][C:35]([C:38]5[CH:43]=[CH:42][CH:41]=[C:40]([O:44]C)[CH:39]=5)=[N:36][N:37]=4)[CH:17]=[C:18]([N:20]4[C:32]5[CH:31]=[CH:30][CH:29]=[CH:28][C:27]=5[C:26]5[C:21]4=[CH:22][CH:23]=[CH:24][CH:25]=5)[CH:19]=3)[C:11]3[C:6](=[CH:7][CH:8]=[CH:9][CH:10]=3)[C:5]=2[CH:4]=[CH:3][CH:2]=1.B(Br)(Br)Br.C(=O)=O.CC(C)=O. (2) Given the product [Br:12][C:13]1[CH:21]=[C:17]([C:18]2[O:1][N:2]=[C:3]([C:5]3[C:10]([CH3:11])=[CH:9][CH:8]=[CH:7][N:6]=3)[N:4]=2)[C:16]([OH:22])=[C:15]([O:23][CH3:24])[CH:14]=1, predict the reactants needed to synthesize it. The reactants are: [OH:1][NH:2][C:3]([C:5]1[C:10]([CH3:11])=[CH:9][CH:8]=[CH:7][N:6]=1)=[NH:4].[Br:12][C:13]1[CH:21]=[C:17]([C:18](O)=O)[C:16]([OH:22])=[C:15]([O:23][CH3:24])[CH:14]=1.